Dataset: NCI-60 drug combinations with 297,098 pairs across 59 cell lines. Task: Regression. Given two drug SMILES strings and cell line genomic features, predict the synergy score measuring deviation from expected non-interaction effect. (1) Drug 1: CC1=C(C(=O)C2=C(C1=O)N3CC4C(C3(C2COC(=O)N)OC)N4)N. Drug 2: CC1CCCC2(C(O2)CC(NC(=O)CC(C(C(=O)C(C1O)C)(C)C)O)C(=CC3=CSC(=N3)C)C)C. Cell line: MALME-3M. Synergy scores: CSS=29.1, Synergy_ZIP=-3.09, Synergy_Bliss=-3.57, Synergy_Loewe=-7.03, Synergy_HSA=0.469. (2) Drug 1: C1=CC(=C2C(=C1NCCNCCO)C(=O)C3=C(C=CC(=C3C2=O)O)O)NCCNCCO. Drug 2: COC1=C2C(=CC3=C1OC=C3)C=CC(=O)O2. Cell line: CAKI-1. Synergy scores: CSS=52.5, Synergy_ZIP=6.11, Synergy_Bliss=7.09, Synergy_Loewe=-33.8, Synergy_HSA=5.76. (3) Synergy scores: CSS=32.8, Synergy_ZIP=4.61, Synergy_Bliss=4.81, Synergy_Loewe=3.74, Synergy_HSA=4.83. Cell line: TK-10. Drug 1: COC1=C(C=C2C(=C1)N=CN=C2NC3=CC(=C(C=C3)F)Cl)OCCCN4CCOCC4. Drug 2: CC1C(C(CC(O1)OC2CC(OC(C2O)C)OC3=CC4=CC5=C(C(=O)C(C(C5)C(C(=O)C(C(C)O)O)OC)OC6CC(C(C(O6)C)O)OC7CC(C(C(O7)C)O)OC8CC(C(C(O8)C)O)(C)O)C(=C4C(=C3C)O)O)O)O. (4) Drug 1: CCC1(CC2CC(C3=C(CCN(C2)C1)C4=CC=CC=C4N3)(C5=C(C=C6C(=C5)C78CCN9C7C(C=CC9)(C(C(C8N6C)(C(=O)OC)O)OC(=O)C)CC)OC)C(=O)OC)O.OS(=O)(=O)O. Drug 2: C1=CN(C=N1)CC(O)(P(=O)(O)O)P(=O)(O)O. Cell line: OVCAR-5. Synergy scores: CSS=3.17, Synergy_ZIP=-1.76, Synergy_Bliss=-5.05, Synergy_Loewe=1.51, Synergy_HSA=-2.62. (5) Drug 1: CC12CCC(CC1=CCC3C2CCC4(C3CC=C4C5=CN=CC=C5)C)O. Drug 2: CC1CCC2CC(C(=CC=CC=CC(CC(C(=O)C(C(C(=CC(C(=O)CC(OC(=O)C3CCCCN3C(=O)C(=O)C1(O2)O)C(C)CC4CCC(C(C4)OC)OCCO)C)C)O)OC)C)C)C)OC. Cell line: HCC-2998. Synergy scores: CSS=13.7, Synergy_ZIP=-3.09, Synergy_Bliss=0.268, Synergy_Loewe=-3.90, Synergy_HSA=-1.24. (6) Drug 1: C1CCC(CC1)NC(=O)N(CCCl)N=O. Drug 2: CC1CCCC2(C(O2)CC(NC(=O)CC(C(C(=O)C(C1O)C)(C)C)O)C(=CC3=CSC(=N3)C)C)C. Cell line: PC-3. Synergy scores: CSS=7.25, Synergy_ZIP=-1.71, Synergy_Bliss=1.82, Synergy_Loewe=0.298, Synergy_HSA=0.797. (7) Drug 1: CC1=C(C(CCC1)(C)C)C=CC(=CC=CC(=CC(=O)O)C)C. Drug 2: CC1=C(C=C(C=C1)C(=O)NC2=CC(=CC(=C2)C(F)(F)F)N3C=C(N=C3)C)NC4=NC=CC(=N4)C5=CN=CC=C5. Cell line: NCI/ADR-RES. Synergy scores: CSS=-3.86, Synergy_ZIP=0.437, Synergy_Bliss=0.546, Synergy_Loewe=-3.93, Synergy_HSA=-3.93. (8) Drug 1: COC1=C2C(=CC3=C1OC=C3)C=CC(=O)O2. Drug 2: CC12CCC3C(C1CCC2OP(=O)(O)O)CCC4=C3C=CC(=C4)OC(=O)N(CCCl)CCCl.[Na+]. Cell line: UO-31. Synergy scores: CSS=7.35, Synergy_ZIP=3.18, Synergy_Bliss=-1.73, Synergy_Loewe=-6.03, Synergy_HSA=-5.63.